Binary Classification. Given a drug SMILES string, predict its activity (active/inactive) in a high-throughput screening assay against a specified biological target. From a dataset of Cav3 T-type calcium channel HTS with 100,875 compounds. (1) The drug is Clc1sc(c2oc(SCC(=O)N3CC(CC(C3)C)C)nn2)cc1. The result is 1 (active). (2) The drug is S1(=O)(=O)N(c2c3c1cccc3ccc2)C(C)C(=O)NCc1cc2OCOc2cc1. The result is 1 (active).